This data is from Reaction yield outcomes from USPTO patents with 853,638 reactions. The task is: Predict the reaction yield, written as a fraction of the theoretical maximum amount of product (1.0 means a 100% yield; for example, 0.34 means a 34% yield). The reactants are [C:1]([C:5]1[CH:10]=[CH:9][CH:8]=[CH:7][C:6]=1[N:11]1[CH2:16][CH2:15][N:14]([C:17](=[O:21])[C:18](O)=[O:19])[CH2:13][CH2:12]1)([CH3:4])([CH3:3])[CH3:2].CCN=C=NCCCN(C)C.C1C=CC2N(O)N=NC=2C=1.[NH2:43][C:44]1[CH:49]=[CH:48][CH:47]=[CH:46][N:45]=1. The catalyst is C(Cl)Cl. The product is [C:1]([C:5]1[CH:10]=[CH:9][CH:8]=[CH:7][C:6]=1[N:11]1[CH2:12][CH2:13][N:14]([C:17](=[O:21])[C:18]([NH:43][C:44]2[CH:49]=[CH:48][CH:47]=[CH:46][N:45]=2)=[O:19])[CH2:15][CH2:16]1)([CH3:2])([CH3:4])[CH3:3]. The yield is 0.390.